Dataset: Full USPTO retrosynthesis dataset with 1.9M reactions from patents (1976-2016). Task: Predict the reactants needed to synthesize the given product. Given the product [N:1]1[CH:6]=[CH:5][C:4]([N:7]2[CH2:8][CH2:9][N:10]([C:27]([O:26][CH2:25][C@@H:24]([CH3:37])[C@H:23]([S:20]([C:17]3[CH:16]=[CH:15][C:14]([Cl:13])=[CH:19][CH:18]=3)(=[O:22])=[O:21])[C:38]3[CH:43]=[C:42]([F:44])[CH:41]=[CH:40][C:39]=3[F:45])=[O:28])[CH2:11][CH2:12]2)=[CH:3][CH:2]=1, predict the reactants needed to synthesize it. The reactants are: [N:1]1[CH:6]=[CH:5][C:4]([N:7]2[CH2:12][CH2:11][NH:10][CH2:9][CH2:8]2)=[CH:3][CH:2]=1.[Cl:13][C:14]1[CH:19]=[CH:18][C:17]([S:20]([C@H:23]([C:38]2[CH:43]=[C:42]([F:44])[CH:41]=[CH:40][C:39]=2[F:45])[C@H:24]([CH3:37])[CH2:25][O:26][C:27](ON2C(=O)CCC2=O)=[O:28])(=[O:22])=[O:21])=[CH:16][CH:15]=1.C(N(C(C)C)CC)(C)C.